Regression/Classification. Given a drug SMILES string, predict its absorption, distribution, metabolism, or excretion properties. Task type varies by dataset: regression for continuous measurements (e.g., permeability, clearance, half-life) or binary classification for categorical outcomes (e.g., BBB penetration, CYP inhibition). Dataset: cyp2d6_veith. From a dataset of CYP2D6 inhibition data for predicting drug metabolism from PubChem BioAssay. (1) The drug is Cc1ccc(S(=O)(=O)N[C@H]2COC(=O)[C@H](C)COC(=O)C/C=C\[C@H]2C)cc1. The result is 0 (non-inhibitor). (2) The drug is O=C(Nc1nc(-c2ccccc2)cs1)c1cccc([N+](=O)[O-])c1. The result is 0 (non-inhibitor). (3) The drug is CN(c1ccc(C(=O)NCC2CCCO2)cc1)S(=O)(=O)c1ccccc1. The result is 0 (non-inhibitor). (4) The drug is Cn1c(=O)c2[nH]c(CS(=O)(=O)Cc3nc4c([nH]3)c(=O)n(C)c(=O)n4C)nc2n(C)c1=O. The result is 0 (non-inhibitor). (5) The drug is COc1cc(C(=O)N2CCN(C(=O)c3ccccc3)CC2)cc(OC)c1OC. The result is 0 (non-inhibitor). (6) The compound is COc1ccccc1N/C(=N/S(=O)(=O)c1ccc(C)cc1)c1ccc(Cl)cc1. The result is 0 (non-inhibitor). (7) The molecule is Cc1ccc(S(=O)(=O)OCC(=O)O)cc1. The result is 0 (non-inhibitor). (8) The drug is Oc1c(I)cc(Cl)c2cccnc12. The result is 0 (non-inhibitor). (9) The molecule is COc1ccc(Oc2ncc3nc(-c4ccc(OC)cc4)c(=O)n(C)c3n2)cc1. The result is 0 (non-inhibitor).